Dataset: Catalyst prediction with 721,799 reactions and 888 catalyst types from USPTO. Task: Predict which catalyst facilitates the given reaction. Reactant: [Cl:1][C:2]1[CH:10]=[CH:9][C:5]([C:6](O)=[O:7])=[CH:4][C:3]=1[S:11](=[O:14])(=[O:13])[NH2:12].S(Cl)([Cl:17])=O. Product: [Cl:1][C:2]1[CH:10]=[CH:9][C:5]([C:6]([Cl:17])=[O:7])=[CH:4][C:3]=1[S:11](=[O:14])(=[O:13])[NH2:12]. The catalyst class is: 81.